From a dataset of Catalyst prediction with 721,799 reactions and 888 catalyst types from USPTO. Predict which catalyst facilitates the given reaction. Reactant: [CH2:1]([O:3][C:4](=[O:13])[C:5]1[CH:10]=[CH:9][N:8]=[C:7](C=O)[CH:6]=1)[CH3:2].[CH:14]([O:21][CH2:22][CH3:23])([O:18][CH2:19][CH3:20])OCC.Cl.C(=O)([O-])[O-].[K+].[K+]. Product: [CH2:1]([O:3][C:4](=[O:13])[C:5]1[CH:6]=[CH:7][N:8]=[C:9]([CH:14]([O:18][CH2:19][CH3:20])[O:21][CH2:22][CH3:23])[CH:10]=1)[CH3:2]. The catalyst class is: 8.